Dataset: Forward reaction prediction with 1.9M reactions from USPTO patents (1976-2016). Task: Predict the product of the given reaction. (1) Given the reactants Cl[C:2]1[C:11]2[C:6](=[CH:7][CH:8]=[C:9]([O:12][CH3:13])[N:10]=2)[N:5]=[CH:4][CH:3]=1.C([NH:17]C(C)C)(C)C.F[P-](F)(F)(F)(F)F.N1(OC(N(C)C)=[N+](C)C)C2N=CC=CC=2N=N1, predict the reaction product. The product is: [NH2:17][C:2]1[C:11]2[C:6](=[CH:7][CH:8]=[C:9]([O:12][CH3:13])[N:10]=2)[N:5]=[CH:4][CH:3]=1. (2) Given the reactants [CH2:1]([O:8][C:9]([NH:11][C:12]1[CH:25]=[CH:24][C:23]([O:26][C:27]([F:30])([F:29])[F:28])=[CH:22][C:13]=1[C:14]([NH:16][CH2:17][C:18]([O:20]C)=[O:19])=[O:15])=[O:10])[C:2]1[CH:7]=[CH:6][CH:5]=[CH:4][CH:3]=1.Cl.C(O)(=O)C, predict the reaction product. The product is: [CH2:1]([O:8][C:9]([NH:11][C:12]1[CH:25]=[CH:24][C:23]([O:26][C:27]([F:28])([F:30])[F:29])=[CH:22][C:13]=1[C:14]([NH:16][CH2:17][C:18]([OH:20])=[O:19])=[O:15])=[O:10])[C:2]1[CH:3]=[CH:4][CH:5]=[CH:6][CH:7]=1. (3) Given the reactants [Br:1][C:2]1[CH:3]=[N:4][CH:5]=[C:6]([CH2:8]Br)[CH:7]=1.[CH3:10][S:11]([O-:13])=[O:12].[Na+].CN(C=O)C, predict the reaction product. The product is: [Br:1][C:2]1[CH:3]=[N:4][CH:5]=[C:6]([CH2:8][S:11]([CH3:10])(=[O:13])=[O:12])[CH:7]=1. (4) The product is: [F:1][C:2]1[CH:3]=[C:4]2[C:8](=[CH:9][CH:10]=1)[N:7]([CH2:32][C@H:31]1[CH2:30][CH2:35][CH2:34][O:33]1)[C:6](=[O:11])[C:5]12[CH2:15][O:14][C:13]2[CH:16]=[C:17]3[C:21](=[CH:22][C:12]1=2)[CH2:20][CH2:19][O:18]3. Given the reactants [F:1][C:2]1[CH:3]=[C:4]2[C:8](=[CH:9][CH:10]=1)[NH:7][C:6](=[O:11])[C:5]12[CH2:15][O:14][C:13]2[CH:16]=[C:17]3[C:21](=[CH:22][C:12]1=2)[CH2:20][CH2:19][O:18]3.CC1C2C=[C:30]3[C:35]4(C5C(=CC=CC=5)NC4=O)[CH2:34][O:33][C:31]3=[CH:32]C=2ON=1.CC1C=CC(S(OC[C@H]2CCCO2)(=O)=O)=CC=1.BrCC1OC(C(F)(F)F)=CC=1, predict the reaction product.